The task is: Predict the reactants needed to synthesize the given product.. This data is from Full USPTO retrosynthesis dataset with 1.9M reactions from patents (1976-2016). (1) The reactants are: [Br:1][C:2]1[CH:3]=[C:4]([N+:9]([O-:11])=[O:10])[C:5](Cl)=[N:6][CH:7]=1.[C:12]([O:16][CH2:17][CH3:18])(=[O:15])[CH2:13][OH:14].CN(C=O)C.[H-].[Na+]. Given the product [Br:1][C:2]1[CH:3]=[C:4]([N+:9]([O-:11])=[O:10])[C:5]([O:14][CH2:13][C:12]([O:16][CH2:17][CH3:18])=[O:15])=[N:6][CH:7]=1, predict the reactants needed to synthesize it. (2) Given the product [Si:7]([O:24][CH:25]1[CH2:26][CH2:27][CH:28]([CH2:31][OH:32])[CH2:29][CH2:30]1)([C:20]([CH3:23])([CH3:22])[CH3:21])([C:14]1[CH:19]=[CH:18][CH:17]=[CH:16][CH:15]=1)[C:8]1[CH:9]=[CH:10][CH:11]=[CH:12][CH:13]=1, predict the reactants needed to synthesize it. The reactants are: [H-].[Al+3].[Li+].[H-].[H-].[H-].[Si:7]([O:24][CH:25]1[CH2:30][CH2:29][CH:28]([C:31](OCC)=[O:32])[CH2:27][CH2:26]1)([C:20]([CH3:23])([CH3:22])[CH3:21])([C:14]1[CH:19]=[CH:18][CH:17]=[CH:16][CH:15]=1)[C:8]1[CH:13]=[CH:12][CH:11]=[CH:10][CH:9]=1.O.[OH-].[Na+]. (3) Given the product [Cl:1][C:2]1[CH:11]=[CH:10][CH:9]=[C:8]([CH:12]2[CH2:13][CH2:14][CH2:15][CH2:16]2)[C:3]=1[C:4]([OH:6])=[O:5], predict the reactants needed to synthesize it. The reactants are: [Cl:1][C:2]1[CH:11]=[CH:10][CH:9]=[C:8]([CH:12]2[CH2:16][CH2:15][CH2:14][CH2:13]2)[C:3]=1[C:4]([O:6]C)=[O:5].